Dataset: Full USPTO retrosynthesis dataset with 1.9M reactions from patents (1976-2016). Task: Predict the reactants needed to synthesize the given product. (1) The reactants are: Cl[C:2]1[N:3]=[C:4]([N:13]2[CH2:18][CH2:17][O:16][CH2:15][CH2:14]2)[C:5]2[S:10][C:9](I)=[C:8]([CH3:12])[C:6]=2[N:7]=1.B1([C:28]2[CH:33]=[CH:32][CH:31]=[C:30]([CH2:34][C:35]([OH:37])=[O:36])[CH:29]=2)OC(C)(C)C(C)(C)O1.[NH2:38][C:39]1[N:44]=[CH:43][C:42](B2OC(C)(C)C(C)(C)O2)=[CH:41][N:40]=1. Given the product [NH2:38][C:39]1[N:44]=[CH:43][C:42]([C:2]2[N:3]=[C:4]([N:13]3[CH2:18][CH2:17][O:16][CH2:15][CH2:14]3)[C:5]3[S:10][C:9]([C:32]4[CH:31]=[C:30]([CH2:34][C:35]([OH:37])=[O:36])[CH:29]=[CH:28][CH:33]=4)=[C:8]([CH3:12])[C:6]=3[N:7]=2)=[CH:41][N:40]=1, predict the reactants needed to synthesize it. (2) Given the product [CH3:14][Sn:15]([CH3:17])([CH3:16])[C:2]1[S:1][C:5]([Sn:15]([CH3:17])([CH3:16])[CH3:14])=[CH:4][CH:3]=1, predict the reactants needed to synthesize it. The reactants are: [S:1]1[CH:5]=[CH:4][CH:3]=[CH:2]1.C(=O)=O.[Li+].CCC[CH2-].[CH3:14][Sn:15](Cl)([CH3:17])[CH3:16]. (3) Given the product [F:28][CH:29]([F:33])[C:30]([NH:21][C@@H:19]([CH3:20])[C@H:18]([O:17][C:13]1[CH:12]=[C:11]2[C:16](=[CH:15][CH:14]=1)[N:8]([C:5]1[CH:4]=[CH:3][C:2]([F:1])=[CH:7][CH:6]=1)[N:9]=[CH:10]2)[C:22]1[CH:23]=[CH:24][CH:25]=[CH:26][CH:27]=1)=[O:31], predict the reactants needed to synthesize it. The reactants are: [F:1][C:2]1[CH:7]=[CH:6][C:5]([N:8]2[C:16]3[C:11](=[CH:12][C:13]([O:17][C@@H:18]([C:22]4[CH:27]=[CH:26][CH:25]=[CH:24][CH:23]=4)[C@H:19]([NH2:21])[CH3:20])=[CH:14][CH:15]=3)[CH:10]=[N:9]2)=[CH:4][CH:3]=1.[F:28][CH:29]([F:33])[C:30](Cl)=[O:31]. (4) Given the product [N+:17]([C:3]1[C:2]([OH:12])=[N:1][C:10]2[C:5]([C:4]=1[OH:11])=[CH:6][CH:7]=[CH:8][CH:9]=2)([O-:19])=[O:18], predict the reactants needed to synthesize it. The reactants are: [N:1]1[C:10]2[C:5](=[CH:6][CH:7]=[CH:8][CH:9]=2)[C:4]([OH:11])=[CH:3][C:2]=1[OH:12].C(O)(=O)C.[N+:17]([O-])([OH:19])=[O:18]. (5) Given the product [CH:23]1([C:12]2[CH:13]=[C:14]3[C:15](=[CH:20][C:11]=2[CH2:10][C:9]2[CH:26]=[CH:27][C:6]([N:1]4[CH:5]=[CH:4][CH:3]=[N:2]4)=[CH:7][CH:8]=2)[C:16](=[O:17])[N:29]([C@@H:30]2[CH2:34][CH2:33][CH2:32][C@H:31]2[OH:35])[CH2:21]3)[CH2:24][CH2:25]1, predict the reactants needed to synthesize it. The reactants are: [N:1]1([C:6]2[CH:27]=[CH:26][C:9]([CH2:10][C:11]3[C:12]([CH:23]4[CH2:25][CH2:24]4)=[CH:13][C:14]([CH:21]=O)=[C:15]([CH:20]=3)[C:16](OC)=[O:17])=[CH:8][CH:7]=2)[CH:5]=[CH:4][CH:3]=[N:2]1.Cl.[NH2:29][C@@H:30]1[CH2:34][CH2:33][CH2:32][C@H:31]1[OH:35].C(N(CC)CC)C.S([O-])([O-])(=O)=O.[Mg+2]. (6) Given the product [Cl-:15].[CH:1]1([CH:4]([NH3+:8])[CH:5]([F:7])[F:6])[CH2:3][CH2:2]1, predict the reactants needed to synthesize it. The reactants are: [CH:1]1([CH:4]([NH:8]S(C(C)(C)C)=O)[CH:5]([F:7])[F:6])[CH2:3][CH2:2]1.[ClH:15].O1CCOCC1. (7) Given the product [ClH:1].[Cl:30][C:24]1[C:23]2[C:27](=[CH:28][CH:29]=[C:21]([NH:20][C:2]3[C:11]4[C:6](=[CH:7][CH:8]=[CH:9][C:10]=4[O:12][CH:13]4[CH2:18][CH2:17][N:16]([CH3:19])[CH2:15][CH2:14]4)[N:5]=[CH:4][N:3]=3)[CH:22]=2)[NH:26][CH:25]=1, predict the reactants needed to synthesize it. The reactants are: [Cl:1][C:2]1[C:11]2[C:6](=[CH:7][CH:8]=[CH:9][C:10]=2[O:12][CH:13]2[CH2:18][CH2:17][N:16]([CH3:19])[CH2:15][CH2:14]2)[N:5]=[CH:4][N:3]=1.[NH2:20][C:21]1[CH:22]=[C:23]2[C:27](=[CH:28][CH:29]=1)[NH:26][CH:25]=[C:24]2[Cl:30]. (8) Given the product [CH2:9]([N:11]1[C:15]2[CH:16]=[CH:17][C:18]([C:20]3[NH:1][C:2]4[N:6]([N:5]=[CH:4][C:3]=4[C:7]#[N:8])[C:22](=[O:23])[CH:21]=3)=[CH:19][C:14]=2[N:13]=[N:12]1)[CH3:10], predict the reactants needed to synthesize it. The reactants are: [NH2:1][C:2]1[NH:6][N:5]=[CH:4][C:3]=1[C:7]#[N:8].[CH2:9]([N:11]1[C:15]2[CH:16]=[CH:17][C:18]([C:20](=O)[CH2:21][C:22](OCC)=[O:23])=[CH:19][C:14]=2[N:13]=[N:12]1)[CH3:10]. (9) Given the product [C:1]([C:5]1[CH:9]=[C:8]([NH:10][C:11](=[O:47])[NH:12][C:13]2[C:22]3[C:17](=[CH:18][CH:19]=[CH:20][CH:21]=3)[C:16]([O:23][CH2:24][C:25]3[CH:30]=[CH:29][N:28]=[C:27]([NH:31][C:32]([C@@H:34]4[CH2:39][O:38][CH2:37][CH2:36][NH:35]4)=[O:33])[CH:26]=3)=[CH:15][CH:14]=2)[N:7]([C:48]2[CH:53]=[CH:52][C:51]([CH3:54])=[CH:50][CH:49]=2)[N:6]=1)([CH3:4])([CH3:3])[CH3:2], predict the reactants needed to synthesize it. The reactants are: [C:1]([C:5]1[CH:9]=[C:8]([NH:10][C:11](=[O:47])[NH:12][C:13]2[C:22]3[C:17](=[CH:18][CH:19]=[CH:20][CH:21]=3)[C:16]([O:23][CH2:24][C:25]3[CH:30]=[CH:29][N:28]=[C:27]([NH:31][C:32]([C@@H:34]4[CH2:39][O:38][CH2:37][CH2:36][N:35]4C(OC(C)(C)C)=O)=[O:33])[CH:26]=3)=[CH:15][CH:14]=2)[N:7]([C:48]2[CH:53]=[CH:52][C:51]([CH3:54])=[CH:50][CH:49]=2)[N:6]=1)([CH3:4])([CH3:3])[CH3:2]. (10) Given the product [C:1]([NH:9][NH:10][C:11](=[O:21])[C:12]1[CH:17]=[CH:16][CH:15]=[CH:14][C:13]=1[N+:18]([O-:20])=[O:19])(=[O:8])[CH2:2][CH2:3][CH3:4], predict the reactants needed to synthesize it. The reactants are: [C:1]([NH:9][NH:10][C:11](=[O:21])[C:12]1[CH:17]=[CH:16][CH:15]=[CH:14][C:13]=1[N+:18]([O-:20])=[O:19])(=[O:8])[C:2]1C=CC=[CH:4][CH:3]=1.C(Cl)(=O)C1C=CC=CC=1.